This data is from Reaction yield outcomes from USPTO patents with 853,638 reactions. The task is: Predict the reaction yield, written as a fraction of the theoretical maximum amount of product (1.0 means a 100% yield; for example, 0.34 means a 34% yield). (1) The reactants are [C:1]([O:4][CH2:5][C:6]1[C:7]([N:15]2[CH2:28][CH2:27][N:18]3[C:19]4[CH2:20][CH2:21][CH2:22][CH2:23][C:24]=4[C:25]([F:26])=[C:17]3[C:16]2=[O:29])=[N:8][CH:9]=[CH:10][C:11]=1B(O)O)(=[O:3])[CH3:2].Cl[C:31]1[CH:32]=[C:33]([NH:39][C:40]2[CH:45]=[CH:44][C:43]([N:46]3[CH2:51][CH2:50][N:49]([CH:52]4[CH2:55][O:54][CH2:53]4)[CH2:48][C@@H:47]3[CH3:56])=[CH:42][N:41]=2)[C:34](=[O:38])[N:35]([CH3:37])[N:36]=1.[O-]P([O-])([O-])=O.[K+].[K+].[K+].C([O-])(=O)C.[Na+]. The catalyst is C1C=CC(P(C2C=CC=CC=2)[C-]2C=CC=C2)=CC=1.C1C=CC(P(C2C=CC=CC=2)[C-]2C=CC=C2)=CC=1.Cl[Pd]Cl.[Fe+2].O.C(#N)C. The product is [C:1]([O:4][CH2:5][C:6]1[C:7]([N:15]2[CH2:28][CH2:27][N:18]3[C:19]4[CH2:20][CH2:21][CH2:22][CH2:23][C:24]=4[C:25]([F:26])=[C:17]3[C:16]2=[O:29])=[N:8][CH:9]=[CH:10][C:11]=1[C:31]1[CH:32]=[C:33]([NH:39][C:40]2[CH:45]=[CH:44][C:43]([N:46]3[CH2:51][CH2:50][N:49]([CH:52]4[CH2:53][O:54][CH2:55]4)[CH2:48][C@@H:47]3[CH3:56])=[CH:42][N:41]=2)[C:34](=[O:38])[N:35]([CH3:37])[N:36]=1)(=[O:3])[CH3:2]. The yield is 0.600. (2) The reactants are [CH2:1]([NH:7][C:8]1[S:9][CH:10]=[C:11]([C:13]2[CH:18]=[CH:17][CH:16]=[CH:15][CH:14]=2)[N:12]=1)[CH2:2][CH2:3][CH2:4][CH2:5][CH3:6].[H-].[Na+].Cl[CH2:22][C:23]1[CH:42]=[CH:41][C:26]([CH2:27][O:28][C:29]2[CH:34]=[CH:33][C:32]([CH2:35][CH2:36][C:37]([O:39][CH3:40])=[O:38])=[CH:31][CH:30]=2)=[CH:25][CH:24]=1.Cl. The catalyst is CN(C)C=O. The product is [CH2:1]([N:7]([CH2:22][C:23]1[CH:42]=[CH:41][C:26]([CH2:27][O:28][C:29]2[CH:34]=[CH:33][C:32]([CH2:35][CH2:36][C:37]([O:39][CH3:40])=[O:38])=[CH:31][CH:30]=2)=[CH:25][CH:24]=1)[C:8]1[S:9][CH:10]=[C:11]([C:13]2[CH:18]=[CH:17][CH:16]=[CH:15][CH:14]=2)[N:12]=1)[CH2:2][CH2:3][CH2:4][CH2:5][CH3:6]. The yield is 0.480. (3) The reactants are [CH3:1][O:2][C:3]1[CH:8]=[CH:7][N:6]=[C:5]([C:9]2[NH:10][CH:11]=[CH:12][N:13]=2)[CH:4]=1.[H-].[Na+].[CH3:16]OS(C1C=CC(C)=CC=1)(=O)=O. The catalyst is CN(C=O)C. The product is [CH3:1][O:2][C:3]1[CH:8]=[CH:7][N:6]=[C:5]([C:9]2[N:13]([CH3:16])[CH:12]=[CH:11][N:10]=2)[CH:4]=1. The yield is 0.450. (4) The reactants are [F:1][CH:2]([F:33])[C:3]1[N:7]([C:8]2[N:13]=[C:12]([N:14]3[CH2:19][CH2:18][O:17][CH2:16][CH2:15]3)[N:11]=[C:10]([N:20]3[CH2:25][CH2:24][CH2:23][C@H:22]([NH2:26])[CH2:21]3)[N:9]=2)[C:6]2[CH:27]=[CH:28][CH:29]=[C:30]([O:31][CH3:32])[C:5]=2[N:4]=1.[Cl:34][CH2:35][S:36](Cl)(=[O:38])=[O:37].C([O-])([O-])=O.[K+].[K+]. The catalyst is C(Cl)Cl. The product is [Cl:34][CH2:35][S:36]([NH:26][C@H:22]1[CH2:23][CH2:24][CH2:25][N:20]([C:10]2[N:9]=[C:8]([N:7]3[C:6]4[CH:27]=[CH:28][CH:29]=[C:30]([O:31][CH3:32])[C:5]=4[N:4]=[C:3]3[CH:2]([F:1])[F:33])[N:13]=[C:12]([N:14]3[CH2:15][CH2:16][O:17][CH2:18][CH2:19]3)[N:11]=2)[CH2:21]1)(=[O:38])=[O:37]. The yield is 0.570. (5) The reactants are [CH2:1]([O:8][CH2:9][CH2:10][CH2:11][C@H:12]1[CH2:16][CH2:15][N:14]([C:17]2[CH:18]=[N:19][CH:20]=[C:21]([O:23][CH2:24][C@@H:25]3[CH2:29][CH2:28][CH2:27][NH:26]3)[CH:22]=2)[CH2:13]1)[C:2]1[CH:7]=[CH:6][CH:5]=[CH:4][CH:3]=1.[ClH:30]. The catalyst is CO. The product is [ClH:30].[CH2:1]([O:8][CH2:9][CH2:10][CH2:11][C@H:12]1[CH2:16][CH2:15][N:14]([C:17]2[CH:18]=[N:19][CH:20]=[C:21]([O:23][CH2:24][C@@H:25]3[CH2:29][CH2:28][CH2:27][NH:26]3)[CH:22]=2)[CH2:13]1)[C:2]1[CH:3]=[CH:4][CH:5]=[CH:6][CH:7]=1. The yield is 0.880. (6) The reactants are [Cl:1][C:2]1[CH:3]=[C:4]([NH:9][NH2:10])[CH:5]=[CH:6][C:7]=1[Cl:8].Cl.[C:12](OC(=O)C)(=[O:14])[CH3:13]. No catalyst specified. The product is [Cl:1][C:2]1[CH:3]=[C:4]([NH:9][NH:10][C:12](=[O:14])[CH3:13])[CH:5]=[CH:6][C:7]=1[Cl:8]. The yield is 0.810. (7) The reactants are [CH3:1][O:2][C:3](=[O:24])[CH2:4][O:5][C:6]1[CH:11]=[CH:10][CH:9]=[CH:8][C:7]=1[N:12]([C:14](=[O:23])[C:15]1[CH:20]=[CH:19][C:18]([Cl:21])=[C:17](Br)[CH:16]=1)[CH3:13].[B:25]1([B:25]2[O:29][C:28]([CH3:31])([CH3:30])[C:27]([CH3:33])([CH3:32])[O:26]2)[O:29][C:28]([CH3:31])([CH3:30])[C:27]([CH3:33])([CH3:32])[O:26]1.C([O-])(=O)C.[K+]. The catalyst is O1CCOCC1.C1C=CC(P(C2C=CC=CC=2)[C-]2C=CC=C2)=CC=1.C1C=CC(P(C2C=CC=CC=2)[C-]2C=CC=C2)=CC=1.Cl[Pd]Cl.[Fe+2]. The product is [CH3:1][O:2][C:3](=[O:24])[CH2:4][O:5][C:6]1[CH:11]=[CH:10][CH:9]=[CH:8][C:7]=1[N:12]([C:14](=[O:23])[C:15]1[CH:20]=[CH:19][C:18]([Cl:21])=[C:17]([B:25]2[O:29][C:28]([CH3:31])([CH3:30])[C:27]([CH3:33])([CH3:32])[O:26]2)[CH:16]=1)[CH3:13]. The yield is 1.00.